From a dataset of Full USPTO retrosynthesis dataset with 1.9M reactions from patents (1976-2016). Predict the reactants needed to synthesize the given product. (1) The reactants are: Br[CH2:2][C:3]([O:5][CH3:6])=[O:4].C([O-])([O-])=O.[Cs+].[Cs+].[OH:13][C:14]1[CH:15]=[C:16]([NH:20][C:21](=[O:30])[CH:22]=[CH:23][C:24]2[CH:29]=[CH:28][CH:27]=[CH:26][CH:25]=2)[CH:17]=[CH:18][CH:19]=1. Given the product [CH3:6][O:5][C:3](=[O:4])[CH2:2][O:13][C:14]1[CH:19]=[CH:18][CH:17]=[C:16]([NH:20][C:21](=[O:30])[CH:22]=[CH:23][C:24]2[CH:25]=[CH:26][CH:27]=[CH:28][CH:29]=2)[CH:15]=1, predict the reactants needed to synthesize it. (2) Given the product [CH3:1][C:2]1[S:3][CH:4]=[C:5]([CH2:7][CH2:8][O:9][C:10]2[CH:15]=[CH:14][C:13]([NH2:16])=[CH:12][CH:11]=2)[N:6]=1, predict the reactants needed to synthesize it. The reactants are: [CH3:1][C:2]1[S:3][CH:4]=[C:5]([CH2:7][CH2:8][O:9][C:10]2[CH:15]=[CH:14][C:13]([N+:16]([O-])=O)=[CH:12][CH:11]=2)[N:6]=1.[H][H]. (3) Given the product [CH3:22][C:17]1([CH3:23])[C:18]([CH3:21])([CH3:20])[O:19][B:15]([C:2]2[CH:3]=[C:4]([S:8]([CH2:11][C:12]([NH2:14])=[O:13])(=[O:10])=[O:9])[CH:5]=[N:6][CH:7]=2)[O:16]1, predict the reactants needed to synthesize it. The reactants are: Br[C:2]1[CH:3]=[C:4]([S:8]([CH2:11][C:12]([NH2:14])=[O:13])(=[O:10])=[O:9])[CH:5]=[N:6][CH:7]=1.[B:15]1([B:15]2[O:19][C:18]([CH3:21])([CH3:20])[C:17]([CH3:23])([CH3:22])[O:16]2)[O:19][C:18]([CH3:21])([CH3:20])[C:17]([CH3:23])([CH3:22])[O:16]1.C([O-])(=O)C.[K+]. (4) Given the product [NH2:23][C:22]1[N:2]=[CH:3][CH:4]=[C:5]([C:6]2[CH:15]=[CH:14][C:13]3[C:8](=[CH:9][CH:10]=[C:11]([N:16]([CH3:18])[CH3:17])[CH:12]=3)[CH:7]=2)[C:19]=1[C:20]#[N:21], predict the reactants needed to synthesize it. The reactants are: C[N:2](C)/[CH:3]=[CH:4]/[C:5](=[C:19]([C:22]#[N:23])[C:20]#[N:21])[C:6]1[CH:15]=[CH:14][C:13]2[C:8](=[CH:9][CH:10]=[C:11]([N:16]([CH3:18])[CH3:17])[CH:12]=2)[CH:7]=1. (5) Given the product [NH2:1][C:2]1[N:10]=[C:9]([O:11][CH2:12][CH2:13][CH2:14][CH3:15])[N:8]=[C:7]2[C:3]=1[NH:4][C:5](=[O:37])[N:6]2[CH2:16][CH2:17][N:18]1[CH2:19][CH2:20][CH:21]([NH:24][CH2:25][C:26]2[CH:27]=[C:28]([CH2:32][C:33]([OH:35])=[O:34])[CH:29]=[CH:30][CH:31]=2)[CH2:22][CH2:23]1, predict the reactants needed to synthesize it. The reactants are: [NH2:1][C:2]1[N:10]=[C:9]([O:11][CH2:12][CH2:13][CH2:14][CH3:15])[N:8]=[C:7]2[C:3]=1[NH:4][C:5](=[O:37])[N:6]2[CH2:16][CH2:17][N:18]1[CH2:23][CH2:22][CH:21]([NH:24][CH2:25][C:26]2[CH:27]=[C:28]([CH2:32][C:33]([O:35]C)=[O:34])[CH:29]=[CH:30][CH:31]=2)[CH2:20][CH2:19]1.[OH-].[Li+]. (6) Given the product [C:2]1([N:8]2[CH2:13][CH2:12][CH2:11][CH2:10][CH2:9]2)[CH:7]=[CH:6][CH:5]=[CH:4][CH:3]=1, predict the reactants needed to synthesize it. The reactants are: Br[C:2]1[CH:7]=[CH:6][CH:5]=[CH:4][CH:3]=1.[NH:8]1[CH2:13][CH2:12][CH2:11][CH2:10][CH2:9]1.